From a dataset of Catalyst prediction with 721,799 reactions and 888 catalyst types from USPTO. Predict which catalyst facilitates the given reaction. Reactant: [CH:1]1([N:6]2[C:11]3=[N:12][C:13]([NH:16][CH2:17][C@H:18]4[CH:22]([CH2:23][OH:24])[O:21][C@@H](C5C=CC=CC=5)[O:19]4)=[N:14][CH:15]=[C:10]3[CH2:9][N:8]([C:31]3[C:36]([F:37])=[C:35]([O:38][CH3:39])[CH:34]=[C:33]([O:40][CH3:41])[C:32]=3[F:42])[C:7]2=[O:43])[CH2:5][CH2:4][CH2:3][CH2:2]1.[OH-].[Na+]. Product: [CH:1]1([N:6]2[C:11]3=[N:12][C:13]([NH:16][CH2:17][C@H:18]([OH:19])[C@@H:22]([OH:21])[CH2:23][OH:24])=[N:14][CH:15]=[C:10]3[CH2:9][N:8]([C:31]3[C:36]([F:37])=[C:35]([O:38][CH3:39])[CH:34]=[C:33]([O:40][CH3:41])[C:32]=3[F:42])[C:7]2=[O:43])[CH2:2][CH2:3][CH2:4][CH2:5]1. The catalyst class is: 5.